The task is: Predict the product of the given reaction.. This data is from Forward reaction prediction with 1.9M reactions from USPTO patents (1976-2016). (1) Given the reactants Cl.[Cl:2][C:3]1[CH:21]=[CH:20][C:6]([CH:7]([O:15][CH:16]2[CH2:19][NH:18][CH2:17]2)[C:8]2[CH:13]=[CH:12][C:11]([Cl:14])=[CH:10][CH:9]=2)=[CH:5][CH:4]=1.[CH:22]1([C:27](Cl)=[O:28])[CH2:26][CH2:25][CH2:24][CH2:23]1.ClC1C=CC=CC=1C(OC1CN(C(C2SC=CC=2Cl)=O)C1)C1C=CC(Cl)=CC=1, predict the reaction product. The product is: [CH:22]1([C:27]([N:18]2[CH2:19][CH:16]([O:15][CH:7]([C:8]3[CH:9]=[CH:10][C:11]([Cl:14])=[CH:12][CH:13]=3)[C:6]3[CH:20]=[CH:21][C:3]([Cl:2])=[CH:4][CH:5]=3)[CH2:17]2)=[O:28])[CH2:26][CH2:25][CH2:24][CH2:23]1. (2) Given the reactants [CH:1]1([N:6]2[C:10]([C:11]3[C:16]([F:17])=[CH:15][N:14]=[C:13]([NH:18][CH:19]4[CH2:24][CH2:23][N:22](C(OCC5C=CC=CC=5)=O)[CH2:21][CH2:20]4)[N:12]=3)=[CH:9][N:8]=[C:7]2[CH3:35])[CH2:5][CH2:4][CH2:3][CH2:2]1.CO, predict the reaction product. The product is: [CH:1]1([N:6]2[C:10]([C:11]3[C:16]([F:17])=[CH:15][N:14]=[C:13]([NH:18][CH:19]4[CH2:24][CH2:23][NH:22][CH2:21][CH2:20]4)[N:12]=3)=[CH:9][N:8]=[C:7]2[CH3:35])[CH2:5][CH2:4][CH2:3][CH2:2]1. (3) Given the reactants [CH3:1][C:2]1[S:3][CH:4]=[C:5]([C:7]2[CH:8]=[C:9]3[C:14](=[C:15]([O:17]COCC[Si](C)(C)C)[CH:16]=2)[N:13]=[CH:12][N:11](COCC[Si](C)(C)C)[C:10]3=[O:34])[N:6]=1, predict the reaction product. The product is: [OH:17][C:15]1[CH:16]=[C:7]([C:5]2[N:6]=[C:2]([CH3:1])[S:3][CH:4]=2)[CH:8]=[C:9]2[C:14]=1[N:13]=[CH:12][NH:11][C:10]2=[O:34]. (4) Given the reactants [CH2:1]([OH:4])[CH2:2][OH:3].[F:5][C:6]1[C:13]([F:14])=[C:12]([F:15])[CH:11]=[CH:10][C:7]=1[CH:8]=O.O.C1(C)C=CC(S(O)(=O)=O)=CC=1.O, predict the reaction product. The product is: [F:5][C:6]1[C:13]([F:14])=[C:12]([F:15])[CH:11]=[CH:10][C:7]=1[CH:8]1[O:4][CH2:1][CH2:2][O:3]1. (5) Given the reactants N[C:2]1[C:3]([F:18])=[C:4]([C:9]2[C:10]([C:16]#[N:17])=[CH:11][CH:12]=[CH:13][C:14]=2[F:15])[C:5]([F:8])=[CH:6][CH:7]=1.N([O-])=O.[Na+].[BrH:23], predict the reaction product. The product is: [Br:23][C:2]1[C:3]([F:18])=[C:4]([C:9]2[C:10]([C:16]#[N:17])=[CH:11][CH:12]=[CH:13][C:14]=2[F:15])[C:5]([F:8])=[CH:6][CH:7]=1. (6) Given the reactants [CH2:1](Br)[C:2]([C:4]1[CH:9]=[CH:8][CH:7]=[CH:6][CH:5]=1)=O.[CH:11]([O-:13])=O.[NH4+:14], predict the reaction product. The product is: [C:4]1([C:2]2[N:14]=[CH:11][O:13][CH:1]=2)[CH:9]=[CH:8][CH:7]=[CH:6][CH:5]=1.